From a dataset of Reaction yield outcomes from USPTO patents with 853,638 reactions. Predict the reaction yield, written as a fraction of the theoretical maximum amount of product (1.0 means a 100% yield; for example, 0.34 means a 34% yield). (1) The reactants are Cl[C:2]1[N:3]=[C:4]([N:22]2[CH2:27][CH2:26][NH:25][CH2:24][CH:23]2[C:28](=[O:37])[NH:29][C:30]2[CH:35]=[CH:34][CH:33]=[C:32]([CH3:36])[CH:31]=2)[C:5]2[N:11]=[C:10]([C:12]3[CH:17]=[CH:16][C:15]([O:18][CH3:19])=[C:14]([O:20][CH3:21])[CH:13]=3)[CH:9]=[CH:8][C:6]=2[N:7]=1.C([O-])([O-])=O.[K+].[K+].[NH2:44][C:45]1[CH:50]=[CH:49][C:48]([CH3:51])=[CH:47][CH:46]=1. The catalyst is O1CCOCC1.CC(O)(C)C.O.C1C=CC([P]([Pd]([P](C2C=CC=CC=2)(C2C=CC=CC=2)C2C=CC=CC=2)([P](C2C=CC=CC=2)(C2C=CC=CC=2)C2C=CC=CC=2)[P](C2C=CC=CC=2)(C2C=CC=CC=2)C2C=CC=CC=2)(C2C=CC=CC=2)C2C=CC=CC=2)=CC=1. The product is [C:48]1([CH3:51])[CH:49]=[CH:50][C:45]([NH:44][C:2]2[N:3]=[C:4]([N:22]3[CH2:27][CH2:26][NH:25][CH2:24][CH:23]3[C:28](=[O:37])[NH:29][C:30]3[CH:35]=[CH:34][CH:33]=[C:32]([CH3:36])[CH:31]=3)[C:5]3[N:11]=[C:10]([C:12]4[CH:17]=[CH:16][C:15]([O:18][CH3:19])=[C:14]([O:20][CH3:21])[CH:13]=4)[CH:9]=[CH:8][C:6]=3[N:7]=2)=[CH:46][CH:47]=1. The yield is 0.250. (2) The reactants are [N+:1]([C:4]1[CH:12]=[C:11]2[C:7]([C:8]([C:13]#[N:14])=[CH:9][NH:10]2)=[CH:6][CH:5]=1)([O-])=O. The catalyst is CCO.[Pd]. The product is [NH2:1][C:4]1[CH:12]=[C:11]2[C:7]([C:8]([C:13]#[N:14])=[CH:9][NH:10]2)=[CH:6][CH:5]=1. The yield is 0.990. (3) The reactants are [Br:1][C:2]1[CH:7]=[CH:6][C:5]([O:8][CH3:9])=[C:4]([N+:10]([O-])=O)[CH:3]=1.C(N(CC)CC)C. The catalyst is [Ni].C(O)C. The product is [Br:1][C:2]1[CH:7]=[CH:6][C:5]([O:8][CH3:9])=[C:4]([CH:3]=1)[NH2:10]. The yield is 1.04. (4) The reactants are [N:1]([CH2:4][CH:5]1[CH2:9][C:8]2[CH:10]=[CH:11][C:12]([F:21])=[C:13]([C:14]3[CH:19]=[CH:18][CH:17]=[CH:16][C:15]=3[Cl:20])[C:7]=2[O:6]1)=[N+]=[N-].C1(P(C2C=CC=CC=2)C2C=CC=CC=2)C=CC=CC=1. The catalyst is O1CCCC1. The product is [F:21][C:12]1[CH:11]=[CH:10][C:8]2[CH2:9][CH:5]([CH2:4][NH2:1])[O:6][C:7]=2[C:13]=1[C:14]1[CH:19]=[CH:18][CH:17]=[CH:16][C:15]=1[Cl:20]. The yield is 0.470. (5) The reactants are [CH3:1][NH:2][CH3:3].[O:4]1[CH2:9][CH2:8][O:7][CH2:6][C:5]1=[O:10]. The catalyst is O1CCOCC1. The product is [CH3:1][N:2]([CH3:3])[C:5](=[O:10])[CH2:6][O:7][CH2:8][CH2:9][OH:4]. The yield is 0.959. (6) The reactants are [Cl:1][C:2]1[CH:3]=[C:4]2[C:10](I)=[CH:9][N:8]([Si](C(C)C)(C(C)C)C(C)C)[C:5]2=[N:6][CH:7]=1.C([Mg]Cl)(C)C.[CH2:27]([N:29]1[C:33]([CH:34]=[O:35])=[CH:32][C:31]([NH:36][CH2:37][C:38]2[CH:43]=[CH:42][C:41]([F:44])=[CH:40][CH:39]=2)=[N:30]1)[CH3:28]. The catalyst is O1CCCC1. The product is [Cl:1][C:2]1[CH:3]=[C:4]2[C:10]([CH:34]([C:33]3[N:29]([CH2:27][CH3:28])[N:30]=[C:31]([NH:36][CH2:37][C:38]4[CH:43]=[CH:42][C:41]([F:44])=[CH:40][CH:39]=4)[CH:32]=3)[OH:35])=[CH:9][NH:8][C:5]2=[N:6][CH:7]=1. The yield is 0.400. (7) The reactants are [Cl:1][C:2]1[C:3]([O:22][CH2:23][CH2:24][N:25]2[CH2:30][CH2:29][O:28][CH2:27][CH2:26]2)=[CH:4][CH:5]=[C:6]2[C:11]=1[N:10]=[C:9]([C:12]1[N:13]=[C:14]([NH:17][CH:18]([CH3:20])[CH3:19])[O:15][CH:16]=1)[CH:8]=[C:7]2[OH:21].C(=O)([O-])[O-].[Cs+].[Cs+].[CH3:37][O:38][C:39]([C:41]1([NH:46][C:47]([CH:49]2[CH2:53][CH:52](OS(C3C=CC(Br)=CC=3)(=O)=O)[CH2:51][N:50]2[C:65](=O)[CH:66]([NH:71][C:72]([O:74][C:75]([CH3:78])([CH3:77])[CH3:76])=[O:73])[C:67]([CH3:70])([CH3:69])[CH3:68])=[O:48])[CH2:43][CH:42]1[CH:44]=[CH2:45])=[O:40].C(=O)(O)[O-].[Na+]. The catalyst is CN1C(=O)CCC1.CCOC(C)=O.[Cl-].[Li+].CO. The product is [CH3:37][O:38][C:39]([C:41]1([NH:46][C:47]([CH:49]2[CH2:53][CH:52]([O:21][C:7]3[C:6]4[C:11](=[C:2]([Cl:1])[C:3]([O:22][CH2:23][CH2:24][N:25]5[CH2:26][CH2:27][O:28][CH2:29][CH2:30]5)=[CH:4][CH:5]=4)[N:10]=[C:9]([C:12]4[N:13]=[C:14]([NH:17][CH:18]([CH3:19])[CH3:20])[O:15][CH:16]=4)[CH:8]=3)[CH2:51][N:50]2[CH2:65][CH:66]([NH:71][C:72]([O:74][C:75]([CH3:78])([CH3:77])[CH3:76])=[O:73])[C:67]([CH3:69])([CH3:70])[CH3:68])=[O:48])[CH2:43][CH:42]1[CH:44]=[CH2:45])=[O:40]. The yield is 0.990.